Task: Predict which catalyst facilitates the given reaction.. Dataset: Catalyst prediction with 721,799 reactions and 888 catalyst types from USPTO (1) Reactant: [CH3:1][C@@H:2]1[N:13]([CH3:14])[C:12](=[O:15])[C@H:11]([CH2:16][C:17](O)=[O:18])[CH2:10][CH:9]=[CH:8][CH2:7][CH2:6][C:5](=[O:20])[O:4][C@@H:3]1[C:21]1[CH:26]=[CH:25][CH:24]=[CH:23][CH:22]=1.[Cl:27][C:28]1[CH:33]=[CH:32][C:31]([CH2:34][NH2:35])=[CH:30][CH:29]=1.CO.C(Cl)Cl. Product: [Cl:27][C:28]1[CH:33]=[CH:32][C:31]([CH2:34][NH:35][C:17](=[O:18])[CH2:16][C@@H:11]2[CH2:10][CH:9]=[CH:8][CH2:7][CH2:6][C:5](=[O:20])[O:4][C@H:3]([C:21]3[CH:26]=[CH:25][CH:24]=[CH:23][CH:22]=3)[C@H:2]([CH3:1])[N:13]([CH3:14])[C:12]2=[O:15])=[CH:30][CH:29]=1. The catalyst class is: 2. (2) Reactant: [CH2:1]([CH:3]1[C:16]2[C:11](=[CH:12][CH:13]=[C:14]([F:17])[CH:15]=2)[C:10]2[CH:9]=[CH:8][CH:7]=[CH:6][C:5]=2[N:4]1[S:18]([C:21]1[CH:26]=[CH:25][C:24]([OH:27])=[CH:23][CH:22]=1)(=[O:20])=[O:19])[CH3:2].N1C=CC=CC=1.[C:34](Cl)(=[O:41])[C:35]1[CH:40]=[CH:39][CH:38]=[CH:37][CH:36]=1. Product: [C:34]([O:27][C:24]1[CH:23]=[CH:22][C:21]([S:18]([N:4]2[CH:3]([CH2:1][CH3:2])[C:16]3[C:11](=[CH:12][CH:13]=[C:14]([F:17])[CH:15]=3)[C:10]3[CH:9]=[CH:8][CH:7]=[CH:6][C:5]2=3)(=[O:20])=[O:19])=[CH:26][CH:25]=1)(=[O:41])[C:35]1[CH:40]=[CH:39][CH:38]=[CH:37][CH:36]=1. The catalyst class is: 4. (3) Reactant: Br[CH:2]([CH2:6][CH2:7][CH2:8][CH3:9])[C:3]([OH:5])=[O:4].[CH3:10][O:11][C:12]1[CH:13]=[C:14]([OH:20])[CH:15]=[CH:16][C:17]=1[O:18][CH3:19].[NH2:21][C:22]1[S:23][CH:24]=[CH:25][N:26]=1. Product: [CH3:10][O:11][C:12]1[CH:13]=[C:14]([CH:15]=[CH:16][C:17]=1[O:18][CH3:19])[O:20][CH:2]([CH2:6][CH2:7][CH2:8][CH3:9])[C:3]([OH:5])=[O:4].[CH3:10][O:11][C:12]1[CH:13]=[C:14]([CH:15]=[CH:16][C:17]=1[O:18][CH3:19])[O:20][CH:2]([CH2:6][CH2:7][CH2:8][CH3:9])[C:3]([NH:21][C:22]1[S:23][CH:24]=[CH:25][N:26]=1)=[O:5]. The catalyst class is: 1. (4) Product: [CH3:8][C:9]1([CH3:12])[CH2:10][NH:11][CH:3]([CH2:4][C:5]([NH2:1])=[O:6])[C:2](=[O:7])[NH:13]1. The catalyst class is: 8. Reactant: [NH:1]1[C:5](=[O:6])[CH:4]=[CH:3][C:2]1=[O:7].[CH3:8][C:9]([NH2:13])([CH3:12])[CH2:10][NH2:11]. (5) Reactant: [CH3:1][O:2][C:3]1[CH:4]=[C:5]2[CH:11]=[CH:10][NH:9][C:6]2=[CH:7][N:8]=1.CO.[C:14](O[C:14]([O:16][C:17]([CH3:20])([CH3:19])[CH3:18])=[O:15])([O:16][C:17]([CH3:20])([CH3:19])[CH3:18])=[O:15].C(Cl)Cl. Product: [C:17]([O:16][C:14]([N:9]1[C:6]2=[CH:7][N:8]=[C:3]([O:2][CH3:1])[CH:4]=[C:5]2[CH2:11][CH2:10]1)=[O:15])([CH3:20])([CH3:19])[CH3:18]. The catalyst class is: 1. (6) Reactant: [F:1][C:2]1[C:7]([OH:8])=[CH:6][CH:5]=[CH:4][C:3]=1[CH2:9][NH:10][C:11]([C:13]1[CH:14]=[C:15]2[C:20](=[CH:21][CH:22]=1)[N:19]=[CH:18][CH:17]=[CH:16]2)=[O:12].C(=O)([O-])[O-].[K+].[K+].CN(C=O)C.Br[CH2:35][CH:36]=[CH:37][CH3:38]. Product: [CH2:35]([O:8][C:7]1[C:2]([F:1])=[C:3]([CH2:9][NH:10][C:11]([C:13]2[CH:14]=[C:15]3[C:20](=[CH:21][CH:22]=2)[N:19]=[CH:18][CH:17]=[CH:16]3)=[O:12])[CH:4]=[CH:5][CH:6]=1)[CH:36]=[CH:37][CH3:38]. The catalyst class is: 6. (7) Reactant: [NH2:1][CH2:2][CH2:3][N:4]([CH3:15])[CH2:5][CH2:6][NH:7][C:8](=[O:14])[O:9][C:10]([CH3:13])([CH3:12])[CH3:11].[C:16](O)(=[O:23])[C:17]1[CH:22]=[CH:21][CH:20]=[N:19][CH:18]=1.CCN=C=NCCCN(C)C. Product: [CH3:15][N:4]([CH2:3][CH2:2][NH:1][C:16](=[O:23])[C:17]1[CH:22]=[CH:21][CH:20]=[N:19][CH:18]=1)[CH2:5][CH2:6][NH:7][C:8](=[O:14])[O:9][C:10]([CH3:11])([CH3:12])[CH3:13]. The catalyst class is: 210. (8) Reactant: [C:1]([C:3]1[CH:8]=[CH:7][C:6]([CH2:9][C:10](=[O:16])[C:11](OCC)=[O:12])=[C:5]([N+:17]([O-])=O)[CH:4]=1)#[N:2].C(#N)C.[BH4-].[Na+]. Product: [OH:16][CH:10]1[CH2:9][C:6]2[C:5](=[CH:4][C:3]([C:1]#[N:2])=[CH:8][CH:7]=2)[NH:17][C:11]1=[O:12]. The catalyst class is: 770. (9) The catalyst class is: 3. Product: [OH:5][CH2:4][CH2:3][CH2:2][N:1]([CH2:6][CH2:7][CH2:8][OH:9])[C:15](=[O:16])[CH2:14][CH2:13][CH2:12][CH2:11][C:10]([O:26][CH2:27][C:28]1[CH:33]=[CH:32][CH:31]=[CH:30][CH:29]=1)=[O:25]. Reactant: [NH:1]([CH2:6][CH2:7][CH2:8][OH:9])[CH2:2][CH2:3][CH2:4][OH:5].[C:10]([O:26][CH2:27][C:28]1[CH:33]=[CH:32][CH:31]=[CH:30][CH:29]=1)(=[O:25])[CH2:11][CH2:12][CH2:13][CH2:14][C:15](ON1C(=O)CCC1=O)=[O:16].